This data is from Peptide-MHC class I binding affinity with 185,985 pairs from IEDB/IMGT. The task is: Regression. Given a peptide amino acid sequence and an MHC pseudo amino acid sequence, predict their binding affinity value. This is MHC class I binding data. (1) The peptide sequence is VEMQLAVVI. The MHC is HLA-B83:01 with pseudo-sequence HLA-B83:01. The binding affinity (normalized) is 0.213. (2) The peptide sequence is FVTDYVHEGV. The MHC is HLA-A68:02 with pseudo-sequence HLA-A68:02. The binding affinity (normalized) is 0.955. (3) The peptide sequence is CCFHCQVC. The MHC is HLA-A11:01 with pseudo-sequence HLA-A11:01. The binding affinity (normalized) is 0. (4) The peptide sequence is LLLVTHYAI. The MHC is HLA-A32:01 with pseudo-sequence HLA-A32:01. The binding affinity (normalized) is 0.655. (5) The peptide sequence is DRYPANAIV. The MHC is HLA-B27:05 with pseudo-sequence HLA-B27:05. The binding affinity (normalized) is 0.0847. (6) The peptide sequence is LFVTIYSHL. The MHC is HLA-A30:02 with pseudo-sequence HLA-A30:02. The binding affinity (normalized) is 0.00487. (7) The peptide sequence is IFLIITKVF. The MHC is HLA-A11:01 with pseudo-sequence HLA-A11:01. The binding affinity (normalized) is 0.0847. (8) The peptide sequence is RPTHKPVTL. The MHC is HLA-B15:01 with pseudo-sequence HLA-B15:01. The binding affinity (normalized) is 0.213.